From a dataset of Reaction yield outcomes from USPTO patents with 853,638 reactions. Predict the reaction yield, written as a fraction of the theoretical maximum amount of product (1.0 means a 100% yield; for example, 0.34 means a 34% yield). (1) The reactants are [CH2:1]([N:8]1[C:17]2[C:16]([OH:18])=[CH:15][CH:14]=[C:13]([CH:19]=O)[C:12]=2[CH2:11][CH2:10][C:9]1=[O:21])[C:2]1[CH:7]=[CH:6][CH:5]=[CH:4][CH:3]=1.[S:22]1[CH2:26][C:25](=[O:27])[NH:24][C:23]1=[O:28]. The catalyst is C1(C)C=CC=CC=1.N1CCCCC1.C(O)(=O)C. The product is [CH2:1]([N:8]1[C:17]2[C:12](=[C:13]([CH:19]=[C:26]3[S:22][C:23](=[O:28])[NH:24][C:25]3=[O:27])[CH:14]=[CH:15][C:16]=2[OH:18])[CH2:11][CH2:10][C:9]1=[O:21])[C:2]1[CH:7]=[CH:6][CH:5]=[CH:4][CH:3]=1. The yield is 0.920. (2) The reactants are [N:1]([CH2:4][CH2:5][NH:6][C:7]1[C:8]([C:12]2[N:16]([CH2:17][C:18]3[O:19][CH:20]=[C:21]([Br:23])[CH:22]=3)[C:15](=[O:24])[O:14][N:13]=2)=[N:9][O:10][N:11]=1)=[N+]=[N-].[I-:25].[Na+].Cl[Si](C)(C)C.S([O-])([O-])(=O)=S.[Na+].[Na+]. The catalyst is CO.O. The product is [IH:25].[NH2:1][CH2:4][CH2:5][NH:6][C:7]1[C:8]([C:12]2[N:16]([CH2:17][C:18]3[O:19][CH:20]=[C:21]([Br:23])[CH:22]=3)[C:15](=[O:24])[O:14][N:13]=2)=[N:9][O:10][N:11]=1. The yield is 0.600.